From a dataset of Forward reaction prediction with 1.9M reactions from USPTO patents (1976-2016). Predict the product of the given reaction. Given the reactants C(Cl)Cl.C(N(CC)CC)C.[B]1OC(C)(C)C(C)(C)O1.I[C:21]1[CH:26]=[CH:25][C:24]2[O:27][CH2:28][O:29][C:23]=2[CH:22]=1, predict the reaction product. The product is: [O:27]1[C:24]2[CH:25]=[CH:26][CH:21]=[CH:22][C:23]=2[O:29][CH2:28]1.